This data is from Forward reaction prediction with 1.9M reactions from USPTO patents (1976-2016). The task is: Predict the product of the given reaction. (1) Given the reactants [N+:1]([C:4]1[CH:5]=[CH:6][C:7]2[C:8]3[N:16]=[C:15]([C:17]4[CH:22]=[CH:21][CH:20]=[C:19]([C:23]([F:26])([F:25])[F:24])[CH:18]=4)[CH:14]=[C:13]([C:27]([NH2:29])=[O:28])[C:9]=3[NH:10][C:11]=2[CH:12]=1)([O-])=O, predict the reaction product. The product is: [NH2:1][C:4]1[CH:5]=[CH:6][C:7]2[C:8]3[N:16]=[C:15]([C:17]4[CH:22]=[CH:21][CH:20]=[C:19]([C:23]([F:26])([F:25])[F:24])[CH:18]=4)[CH:14]=[C:13]([C:27]([NH2:29])=[O:28])[C:9]=3[NH:10][C:11]=2[CH:12]=1. (2) The product is: [S:25]1[CH:29]=[CH:28][CH:27]=[C:26]1[C:2]1[CH:3]=[C:4]2[C:8](=[CH:9][CH:10]=1)[NH:7][CH:6]=[C:5]2[CH2:11][C:12]([NH:14][C:15]1[CH:23]=[C:22]([CH3:24])[CH:21]=[CH:20][C:16]=1[C:17]([OH:19])=[O:18])=[O:13]. Given the reactants Br[C:2]1[CH:3]=[C:4]2[C:8](=[CH:9][CH:10]=1)[NH:7][CH:6]=[C:5]2[CH2:11][C:12]([NH:14][C:15]1[CH:23]=[C:22]([CH3:24])[CH:21]=[CH:20][C:16]=1[C:17]([OH:19])=[O:18])=[O:13].[S:25]1[CH:29]=[CH:28][CH:27]=[C:26]1B(O)O, predict the reaction product. (3) Given the reactants [O:1]1[CH2:6][CH:5]=[C:4]([C:7]2[NH:8][C:9]3[C:14]([CH:15]=2)=[CH:13][C:12]([C:16]2[N:20]([CH2:21][CH3:22])[N:19]=[C:18]([C:23]([F:26])([F:25])[F:24])[CH:17]=2)=[CH:11][CH:10]=3)[CH2:3][CH2:2]1.C([O-])=O.[NH4+], predict the reaction product. The product is: [CH2:21]([N:20]1[C:16]([C:12]2[CH:13]=[C:14]3[C:9](=[CH:10][CH:11]=2)[NH:8][C:7]([CH:4]2[CH2:3][CH2:2][O:1][CH2:6][CH2:5]2)=[CH:15]3)=[CH:17][C:18]([C:23]([F:25])([F:26])[F:24])=[N:19]1)[CH3:22]. (4) Given the reactants [NH2:1][C:2]1[CH:3]=[C:4]([CH:8]=[CH:9][C:10]=1[NH:11][CH3:12])[C:5]([OH:7])=[O:6].[N:13]([O-])=O.[Na+], predict the reaction product. The product is: [CH3:12][N:11]1[C:10]2[CH:9]=[CH:8][C:4]([C:5]([OH:7])=[O:6])=[CH:3][C:2]=2[N:1]=[N:13]1. (5) Given the reactants [Cl:1][C:2]([Cl:19])([Cl:18])[CH2:3][O:4][C:5]([N:7]1[CH2:12][CH2:11][CH:10]([C:13]([O:15]CC)=[O:14])[CH2:9][CH2:8]1)=[O:6], predict the reaction product. The product is: [Cl:19][C:2]([Cl:1])([Cl:18])[CH2:3][O:4][C:5]([N:7]1[CH2:12][CH2:11][CH:10]([C:13]([OH:15])=[O:14])[CH2:9][CH2:8]1)=[O:6].